This data is from Forward reaction prediction with 1.9M reactions from USPTO patents (1976-2016). The task is: Predict the product of the given reaction. (1) The product is: [C:32]([NH:1][C@H:2]1[CH2:7][CH2:6][C@H:5]([NH:8][C:9]([C:11]2[C:15]3[N:16]=[CH:17][N:18]=[C:19]([C:20]4[CH:25]=[C:24]([CH3:26])[CH:23]=[CH:22][C:21]=4[O:27][CH2:28][CH:29]4[CH2:30][CH2:31]4)[C:14]=3[NH:13][CH:12]=2)=[O:10])[CH2:4][CH2:3]1)(=[O:34])[CH3:33]. Given the reactants [NH2:1][C@H:2]1[CH2:7][CH2:6][C@H:5]([NH:8][C:9]([C:11]2[C:15]3[N:16]=[CH:17][N:18]=[C:19]([C:20]4[CH:25]=[C:24]([CH3:26])[CH:23]=[CH:22][C:21]=4[O:27][CH2:28][CH:29]4[CH2:31][CH2:30]4)[C:14]=3[NH:13][CH:12]=2)=[O:10])[CH2:4][CH2:3]1.[C:32](Cl)(=[O:34])[CH3:33], predict the reaction product. (2) Given the reactants [NH:1]([C:3]1[CH:4]=[N:5][CH:6]=[CH:7][CH:8]=1)[NH2:2].[CH3:9][C:10]([CH3:17])([CH3:16])[C:11](=O)[CH2:12][C:13]#[N:14], predict the reaction product. The product is: [C:10]([C:11]1[CH:12]=[C:13]([NH2:14])[N:1]([C:3]2[CH:4]=[N:5][CH:6]=[CH:7][CH:8]=2)[N:2]=1)([CH3:17])([CH3:16])[CH3:9]. (3) Given the reactants [CH3:1][CH:2]([CH3:7])[CH2:3][C:4]([OH:6])=[O:5].[C:8](=[O:15])([S:12][CH2:13][CH3:14])[O:9][CH2:10]I, predict the reaction product. The product is: [CH2:13]([S:12][C:8]([O:9][CH2:10][O:5][C:4](=[O:6])[CH2:3][CH:2]([CH3:7])[CH3:1])=[O:15])[CH3:14].